This data is from Full USPTO retrosynthesis dataset with 1.9M reactions from patents (1976-2016). The task is: Predict the reactants needed to synthesize the given product. (1) Given the product [CH3:15][C:16]1([CH3:30])[CH2:21][O:20][B:19]([C:2]2[CH:3]=[CH:4][C:5]([C:10]([O:12][CH2:13][CH3:14])=[O:11])=[N:6][C:7]=2[O:8][CH3:9])[O:18][CH2:17]1, predict the reactants needed to synthesize it. The reactants are: Br[C:2]1[CH:3]=[CH:4][C:5]([C:10]([O:12][CH2:13][CH3:14])=[O:11])=[N:6][C:7]=1[O:8][CH3:9].[CH3:15][C:16]1([CH3:30])[CH2:21][O:20][B:19]([B:19]2[O:20][CH2:21][C:16]([CH3:30])([CH3:15])[CH2:17][O:18]2)[O:18][CH2:17]1.C([O-])(=O)C.[K+].ClCCl. (2) The reactants are: Cl.C(O)C.CC(C)=O.C(OC([N:16]1[CH2:21][CH2:20][N:19]([C:22]([C:24]2[CH:29]=[CH:28][C:27]([C:30]3[CH:35]=[CH:34][CH:33]=[CH:32][N+:31]=3[O-:36])=[CH:26][CH:25]=2)=[O:23])[CH2:18][CH2:17]1)=O)(C)(C)C. Given the product [N:19]1([C:22]([C:24]2[CH:29]=[CH:28][C:27]([C:30]3[CH:35]=[CH:34][CH:33]=[CH:32][N+:31]=3[O-:36])=[CH:26][CH:25]=2)=[O:23])[CH2:20][CH2:21][NH:16][CH2:17][CH2:18]1, predict the reactants needed to synthesize it. (3) Given the product [CH3:2][O:3][CH:4]=[CH:41][C:43]1[CH:57]=[CH:56][C:46]([O:47][C:48]2[CH:55]=[CH:54][C:51]([C:52]#[N:53])=[CH:50][N:49]=2)=[C:45]([CH3:58])[CH:44]=1, predict the reactants needed to synthesize it. The reactants are: [Cl-].[CH3:2][O:3][CH2:4][P+](C1C=CC=CC=1)(C1C=CC=CC=1)C1C=CC=CC=1.C[Si]([N-][Si](C)(C)C)(C)C.[K+].C1(C)C=CC=CC=1.[CH:41]([C:43]1[CH:57]=[CH:56][C:46]([O:47][C:48]2[CH:55]=[CH:54][C:51]([C:52]#[N:53])=[CH:50][N:49]=2)=[C:45]([CH3:58])[CH:44]=1)=O. (4) Given the product [CH2:1]([O:8][C:9]1[CH:13]=[C:12]([CH2:14][OH:15])[N:11]([CH:18]([CH3:20])[CH3:19])[N:10]=1)[C:2]1[CH:3]=[CH:4][CH:5]=[CH:6][CH:7]=1, predict the reactants needed to synthesize it. The reactants are: [CH2:1]([O:8][C:9]1[CH:13]=[C:12]([C:14](OC)=[O:15])[N:11]([CH:18]([CH3:20])[CH3:19])[N:10]=1)[C:2]1[CH:7]=[CH:6][CH:5]=[CH:4][CH:3]=1.[H-].[Al+3].[Li+].[H-].[H-].[H-].C(O)C.O. (5) Given the product [O:1]1[CH:5]=[CH:4][N:3]=[C:2]1[CH:32]([CH:27]1[CH2:26][C:25]2[C:29](=[CH:30][CH:31]=[C:23]([C:17]3[CH:22]=[CH:21][CH:20]=[CH:19][CH:18]=3)[CH:24]=2)[CH2:28]1)[OH:33], predict the reactants needed to synthesize it. The reactants are: [O:1]1[CH:5]=[CH:4][N:3]=[CH:2]1.B.C1COCC1.[Li]CCCC.[C:17]1([C:23]2[CH:24]=[C:25]3[C:29](=[CH:30][CH:31]=2)[CH2:28][CH:27]([CH:32]=[O:33])[CH2:26]3)[CH:22]=[CH:21][CH:20]=[CH:19][CH:18]=1. (6) Given the product [F:1][C:2]1[CH:7]=[CH:6][CH:5]=[C:4]([F:8])[C:3]=1[C:9]1[NH:17][C:16]2[CH2:15][CH2:14][N:13]([C:18]3[N:19]=[C:20]([C:24]4[CH:25]=[N:26][CH:27]=[CH:28][CH:29]=4)[S:21][C:22]=3[CH3:23])[CH2:12][C:11]=2[C:10]=1[I:30], predict the reactants needed to synthesize it. The reactants are: [F:1][C:2]1[CH:7]=[CH:6][CH:5]=[C:4]([F:8])[C:3]=1[C:9]1[NH:17][C:16]2[CH2:15][CH2:14][N:13]([C:18]3[N:19]=[C:20]([C:24]4[CH:25]=[N:26][CH:27]=[CH:28][CH:29]=4)[S:21][C:22]=3[CH3:23])[CH2:12][C:11]=2[CH:10]=1.[I:30]N1C(=O)CCC1=O. (7) Given the product [NH:11]1[CH:15]=[N:14][C:13]([CH2:2][C:3]2[CH:10]=[CH:9][C:6]([C:7]#[N:8])=[CH:5][CH:4]=2)=[N:12]1.[N:11]1[N:12]=[CH:13][N:14]([CH2:2][C:3]2[CH:10]=[CH:9][C:6]([C:7]#[N:8])=[CH:5][CH:4]=2)[CH:15]=1, predict the reactants needed to synthesize it. The reactants are: Br[CH2:2][C:3]1[CH:10]=[CH:9][C:6]([C:7]#[N:8])=[CH:5][CH:4]=1.[NH:11]1[CH:15]=[N:14][CH:13]=[N:12]1. (8) Given the product [Cl:1][CH2:2][CH2:3][CH2:4][C:5]([N:10]([CH3:11])[CH3:9])=[O:6], predict the reactants needed to synthesize it. The reactants are: [Cl:1][CH2:2][CH2:3][CH2:4][C:5](Cl)=[O:6].Cl.[CH3:9][NH:10][CH3:11].[OH-].[Na+]. (9) Given the product [C:22]([N:16]1[C:15](=[O:26])[C:14]2[N:8]3[CH2:7][CH2:6][C:5]4[CH:4]=[C:3]([O:32][CH3:33])[C:2]([C:39]5[CH:44]=[N:43][CH:42]=[CH:41][N:40]=5)=[CH:11][C:10]=4[C:9]3=[C:12]([C:27]3[S:28][CH:29]=[CH:30][CH:31]=3)[C:13]=2[CH2:21][O:20][CH2:19][CH2:18][CH2:17]1)([CH3:25])([CH3:23])[CH3:24], predict the reactants needed to synthesize it. The reactants are: Br[C:2]1[C:3]([O:32][CH3:33])=[CH:4][C:5]2[CH2:6][CH2:7][N:8]3[C:14]4[C:15](=[O:26])[N:16]([C:22]([CH3:25])([CH3:24])[CH3:23])[CH2:17][CH2:18][CH2:19][O:20][CH2:21][C:13]=4[C:12]([C:27]4[S:28][CH:29]=[CH:30][CH:31]=4)=[C:9]3[C:10]=2[CH:11]=1.C([Sn](CCCC)(CCCC)[C:39]1[CH:44]=[N:43][CH:42]=[CH:41][N:40]=1)CCC.C(OCC)C. (10) Given the product [Br:23][C:10]1[C:11]2[O:15][C:14]([CH3:16])([CH3:17])[C:13](=[O:18])[C:12]=2[C:19]([CH3:20])=[C:8]([NH:7][C:6](=[O:22])[O:5][C:1]([CH3:4])([CH3:2])[CH3:3])[C:9]=1[CH3:21], predict the reactants needed to synthesize it. The reactants are: [C:1]([O:5][C:6](=[O:22])[NH:7][C:8]1[C:9]([CH3:21])=[CH:10][C:11]2[O:15][C:14]([CH3:17])([CH3:16])[C:13](=[O:18])[C:12]=2[C:19]=1[CH3:20])([CH3:4])([CH3:3])[CH3:2].[Br:23]N1C(=O)CCC1=O.O.